Dataset: Peptide-MHC class II binding affinity with 134,281 pairs from IEDB. Task: Regression. Given a peptide amino acid sequence and an MHC pseudo amino acid sequence, predict their binding affinity value. This is MHC class II binding data. (1) The peptide sequence is ESATILMTATPPGTS. The MHC is HLA-DQA10501-DQB10402 with pseudo-sequence HLA-DQA10501-DQB10402. The binding affinity (normalized) is 0.385. (2) The peptide sequence is LVQDDVIPANWKPDT. The MHC is DRB1_1101 with pseudo-sequence DRB1_1101. The binding affinity (normalized) is 0.